From a dataset of Full USPTO retrosynthesis dataset with 1.9M reactions from patents (1976-2016). Predict the reactants needed to synthesize the given product. (1) Given the product [C:1]([O:5][C:6](=[O:22])[NH:7][C:8]1[CH:13]=[C:12]([CH:14]2[CH2:16][CH2:15]2)[C:11]([C:17]([F:20])([F:19])[F:18])=[CH:10][C:9]=1[NH:21][C:28](=[O:27])[CH2:29][C:30]([C:32]1[CH:37]=[CH:36][CH:35]=[C:34]([C:38]2[CH:43]=[CH:42][N:41]=[C:40]([CH3:44])[CH:39]=2)[CH:33]=1)=[O:31])([CH3:4])([CH3:2])[CH3:3], predict the reactants needed to synthesize it. The reactants are: [C:1]([O:5][C:6](=[O:22])[NH:7][C:8]1[CH:13]=[C:12]([CH:14]2[CH2:16][CH2:15]2)[C:11]([C:17]([F:20])([F:19])[F:18])=[CH:10][C:9]=1[NH2:21])([CH3:4])([CH3:3])[CH3:2].C([O:27][C:28](=O)[CH2:29][C:30]([C:32]1[CH:37]=[CH:36][CH:35]=[C:34]([C:38]2[CH:43]=[CH:42][N:41]=[C:40]([CH3:44])[CH:39]=2)[CH:33]=1)=[O:31])(C)(C)C. (2) Given the product [N:32]1([CH:38]2[CH2:43][CH2:42][N:41]([CH2:44][CH2:45][CH2:46][NH:47][C:22](=[O:24])[C:21]3[CH:20]=[CH:19][C:18]([S:15](=[O:17])(=[O:16])[NH:14][C:9]4[CH:10]=[CH:11][CH:12]=[CH:13][C:8]=4[O:7][C:6]4[CH:27]=[CH:28][CH:29]=[C:4]([N:3]([CH2:30][CH3:31])[CH2:1][CH3:2])[CH:5]=4)=[CH:26][CH:25]=3)[CH2:40][CH2:39]2)[CH2:37][CH2:36][CH2:35][CH2:34][CH2:33]1, predict the reactants needed to synthesize it. The reactants are: [CH2:1]([N:3]([CH2:30][CH3:31])[C:4]1[CH:5]=[C:6]([CH:27]=[CH:28][CH:29]=1)[O:7][C:8]1[CH:13]=[CH:12][CH:11]=[CH:10][C:9]=1[NH:14][S:15]([C:18]1[CH:26]=[CH:25][C:21]([C:22]([OH:24])=O)=[CH:20][CH:19]=1)(=[O:17])=[O:16])[CH3:2].[N:32]1([CH:38]2[CH2:43][CH2:42][N:41]([CH2:44][CH2:45][CH2:46][NH:47]C(=O)C3C=CC(S(=O)(=O)NC4C=CC=CC=4OC4C=CC(Cl)=CC=4Cl)=CC=3)[CH2:40][CH2:39]2)[CH2:37][CH2:36][CH2:35][CH2:34][CH2:33]1. (3) Given the product [F:21][CH:22]([F:32])[O:23][C:24]1[CH:31]=[CH:30][CH:29]=[CH:28][C:25]=1[CH2:26][N:9]1[C@H:8]([C:3]2[C:2]([CH3:1])=[CH:7][CH:6]=[CH:5][N:4]=2)[CH2:13][CH2:12][CH2:11][C@@H:10]1[C:14]1[C:19]([CH3:20])=[CH:18][CH:17]=[CH:16][N:15]=1, predict the reactants needed to synthesize it. The reactants are: [CH3:1][C:2]1[C:3]([C@H:8]2[CH2:13][CH2:12][CH2:11][C@@H:10]([C:14]3[C:19]([CH3:20])=[CH:18][CH:17]=[CH:16][N:15]=3)[NH:9]2)=[N:4][CH:5]=[CH:6][CH:7]=1.[F:21][CH:22]([F:32])[O:23][C:24]1[CH:31]=[CH:30][CH:29]=[CH:28][C:25]=1[CH2:26]Br.CCN(C(C)C)C(C)C. (4) Given the product [ClH:1].[ClH:1].[CH3:8][N:9]([CH3:23])[C@@H:10]1[CH2:15][CH2:14][CH2:13][NH:12][CH2:11]1, predict the reactants needed to synthesize it. The reactants are: [ClH:1].CC(=O)OCC.[CH3:8][N:9]([CH3:23])[C@@H:10]1[CH2:15][CH2:14][CH2:13][N:12](C(OC(C)(C)C)=O)[CH2:11]1.